From a dataset of Experimentally validated miRNA-target interactions with 360,000+ pairs, plus equal number of negative samples. Binary Classification. Given a miRNA mature sequence and a target amino acid sequence, predict their likelihood of interaction. (1) The miRNA is hsa-miR-6507-5p with sequence GAAGAAUAGGAGGGACUUUGU. The protein sequence of the target gene is MKKRKELNALIGLAGDSRRKKPKKGPSSHRLLRTEPPDSDSESSSEEEEEFGVVGNRSRFAKGDYLRCCKICYPLCGFVILAACVVACVGLVWMQVALKEDLDALKEKFRTMESNQKSSFQEIPKLNEELLSKQKQLEKIESGEMGLNKVWINITEMNKQISLLTSAVNHLKANVKSAADLISLPTTVEGLQKSVASIGNTLNSVHLAVEALQKTVDEHKKTMELLQSDMNQHFLKETPGSNQIIPSPSATSELDNKTHSENLKQDILYLHNSLEEVNSALVGYQRQNDLKLEGMNETVS.... Result: 1 (interaction). (2) The miRNA is rno-miR-99a-5p with sequence AACCCGUAGAUCCGAUCUUGUG. The protein sequence of the target gene is MRLWSWVLHLGLLSAALGCGLAERPRRARRDPRAGRPPRPAAGPATCATRAARGRRASPPPPPPPGGAWEAVRVPRRRQQREARGATEEPSPPSRALYFSGRGEQLRLRADLELPRDAFTLQVWLRAEGGQRSPAVITGLYDKCSYISRDRGWVVGIHTISDQDNKDPRYFFSLKTDRARQVTTINAHRSYLPGQWVYLAATYDGQFMKLYVNGAQVATSGEQVGGIFSPLTQKCKVLMLGGSALNHNYRGYIEHFSLWKVARTQREILSDMETHGAHTALPQLLLQENWDNVKHAWSPM.... Result: 0 (no interaction). (3) The miRNA is hsa-miR-192-5p with sequence CUGACCUAUGAAUUGACAGCC. The protein sequence of the target gene is MLRMRTAGWARGWCLGCCLLLPLSLSLAAAKQLLRYRLAEEGPADVRIGNVASDLGIVTGSGEVTFSLESGSEYLKIDNLTGELSTSERRIDREKLPQCQMIFDENECFLDFEVSVIGPSQSWVDLFEGQVIVLDINDNTPTFPSPVLTLTVEENRPVGTLYLLPTATDRDFGRNGIERYELLQEPGGGGSGGESRRAGAADSAPYPGGGGNGASGGGSGGSKRRLDASEGGGGTNPGGRSSVFELQVADTPDGEKQPQLIVKGALDREQRDSYELTLRVRDGGDPPRSSQAILRVLITD.... Result: 1 (interaction). (4) The miRNA is hsa-miR-329-5p with sequence GAGGUUUUCUGGGUUUCUGUUUC. The protein sequence of the target gene is MGSQHSAAARPSSCRRKQEDDRDGLLAEREQEEAIAQFPYVEFTGRDSITCLTCQGTGYIPTEQVNELVALIPHSDQRLRPQRTKQYVLLSILLCLLASGLVVFFLFPHSVLVDDDGIKVVKVTFNKQDSLVILTIMATLKIRNSNFYTVAVTSLSSQIQYMNTVVSTYVTTNVSLIPPRSEQLVNFTGKAEMGGPFSYVYFFCTVPEILVHNIVIFMRTSVKISYIGLMTQSSLETHHYVDCGGNSTAI. Result: 1 (interaction). (5) The miRNA is hsa-miR-4686 with sequence UAUCUGCUGGGCUUUCUGGUGUU. The protein sequence of the target gene is MPSCSTSTMPGMICKNPDLEFDSLQPCFYPDEDDFYFGGPDSTPPGEDIWKKFELLPTPPLSPSRGFAEHSSEPPSWVTEMLLENELWGSPAEEDAFGLGGLGGLTPNPVILQDCMWSGFSAREKLERAVSEKLQHGRGPPTAGSTAQSPGAGAASPAGRGHGGAAGAGRAGAALPAELAHPAAECVDPAVVFPFPVNKREPAPVPAAPASAPAAGPAVASGAGIAAPAGAPGVAPPRPGGRQTSGGDHKALSTSGEDTLSDSDDEDDEEEDEEEEIDVVTVEKRRSSSNTKAVTTFTIT.... Result: 1 (interaction). (6) The miRNA is mmu-miR-297c-5p with sequence AUGUAUGUGUGCAUGUACAUGU. The protein sequence of the target gene is MDPPGYNCFVDKDKMDASIQDLGPKELNCTELQELKQLARQGYWAQSHTLRGKVYQRLIRDIPCRTVTPDASVYSDIVGKIVGKHSSSSLPLPEFVDNTQVPTYCLNTRGEGAVRKILLCIANQFPDISFCPALPAVVALLLHYSIDEAECFEKACRILSCNDPTKKLIDQSFLAFESSCMTFGDLVNKYCQAAHKLMVAVSEDVLQVYSDWQRWLFGELPLNYFARVFDVFLVEGYKVLYRVALAILKFFHKVRAGQPLESDNVKQDIRMFVKDIAKTVSPEKLLEKAFAIRLFSRKEI.... Result: 1 (interaction). (7) The miRNA is hsa-miR-4685-3p with sequence UCUCCCUUCCUGCCCUGGCUAG. The protein sequence of the target gene is MFLLDVFCVPLLGAGTSGKPRSSDMDIVTYDDVHVNFTWEEWALLDPSQKDLYRDVMLETYRNLAAIGYYWKGHNISEGHFQNSRRNGRHERSDTEEKLSEFTQYDKDFAYQSHPQRHERIYSGEKPYEGVQYFEDFAHHSSLQIQRRTHVVEKPYECNQCGKAFAYHSYLQRHERSHTGEKPYECNQCGKAFGRHSHLQRHERIHTGEKSYDCNQCGKTFVHHSHLQIHKRTHIGEKPFECNQCGKAFARNSHLLIHKRIHTGEKPYECKQCGKAFAYQSGLLYHKRRYTVEKLYECNQ.... Result: 0 (no interaction). (8) The miRNA is hsa-miR-3132 with sequence UGGGUAGAGAAGGAGCUCAGAGGA. The protein sequence of the target gene is MARRSRHRLLLLLLRYLVVALGYHKAYGFSAPKDQQVVTAVEYQEAILACKTPKKTVSSRLEWKKLGRSVSFVYYQQTLQGDFKNRAEMIDFNIRIKNVTRSDAGKYRCEVSAPSEQGQNLEEDTVTLEVLVAPAVPSCEVPSSALSGTVVELRCQDKEGNPAPEYTWFKDGIRLLENPRLGSQSTNSSYTMNTKTGTLQFNTVSKLDTGEYSCEARNSVGYRRCPGKRMQVDDLNISGIIAAVVVVALVISVCGLGVCYAQRKGYFSKETSFQKSNSSSKATTMSENDFKHTKSFII. Result: 0 (no interaction). (9) The protein sequence of the target gene is MAAEAWLWRWGWGWGQRCPGRPGLPGPGPSPTTFLHLLLLLGPVAADITDGNSEHLKREHSLIKPYQGVGSSSMPLWDFQGSTMLTSQYVRLTPDERSKEGSIWNHQPCFLKDWEMHVHFKVHGTGKKNLHGDGIALWYTRDRLVPGPVFGSKDNFHGLAIFLDTYPNDETTERVFPYISVMVNNGSLSYDHSKDGRWSELAGCTADFRNRDHDTFLAVRYSRGRLTVMTDLEDKNEWKNCIDITGVRLPTGYYFGASAGTGDLSDNHDIISIKLFQLTVERTPEEESIDWTKIEPGVNF.... Result: 0 (no interaction). The miRNA is rno-miR-152-3p with sequence UCAGUGCAUGACAGAACUUGG. (10) The miRNA is hsa-miR-6076 with sequence AGCAUGACAGAGGAGAGGUGG. The protein sequence of the target gene is MAEQESLEFGKADFVLMDTVSMPEFMANLRLRFEKGRIYTFIGEVVVSVNPYKVLNIYGRDTVEQYKGRELYERPPHLFAIADAAYKAMKRRSKDTCIMISGESGAGKTEASKYIMQYIAAITNPSQRAEIERVKNMLLKSNCVLEAFGNAKTNRNDNSSRFGKYMDINFDFKGDPIGGHINNYLLEKSRVIVQQPGERSFHSFYQLLQGGSEQMLHSLHLQKSLSSYNYIRVGAQLKSSINDAAEFKVVADAMKVIGFKPEEIQTVYKILAVILHLGNLKFIVDGDTPLIENGKVVSVI.... Result: 0 (no interaction).